Dataset: Reaction yield outcomes from USPTO patents with 853,638 reactions. Task: Predict the reaction yield, written as a fraction of the theoretical maximum amount of product (1.0 means a 100% yield; for example, 0.34 means a 34% yield). (1) The reactants are [NH2:1][C:2]1[CH:3]=[C:4]2[C:9](=[CH:10][CH:11]=1)[N:8]=[CH:7][CH:6]=[CH:5]2.[C:12]([OH:16])(=[O:15])[CH:13]=O.[BH3-]C#N.[Na+].[C:21](#N)[CH3:22]. No catalyst specified. The product is [N:8]1[C:9]2[C:4](=[CH:3][C:2]([NH:1][CH2:13][C:12]([O:16][CH2:21][CH3:22])=[O:15])=[CH:11][CH:10]=2)[CH:5]=[CH:6][CH:7]=1. The yield is 0.870. (2) The reactants are [Cl:1][C:2]1[N:7]=[C:6]([C:8]([OH:10])=[O:9])[CH:5]=[CH:4][N:3]=1.[CH:11]1C=CC=CC=1.C[Si](C=[N+]=[N-])(C)C. The catalyst is CO. The product is [Cl:1][C:2]1[N:7]=[C:6]([C:8]([O:10][CH3:11])=[O:9])[CH:5]=[CH:4][N:3]=1. The yield is 0.900. (3) The reactants are Cl[C:2]1[S:6][N:5]=[C:4]([CH2:7][Cl:8])[N:3]=1.[CH3:9][NH:10][CH3:11]. The catalyst is C1COCC1. The product is [CH3:9][N:10]([C:2]1[S:6][N:5]=[C:4]([CH2:7][Cl:8])[N:3]=1)[CH3:11]. The yield is 1.00. (4) The reactants are FC(F)(F)C([NH:5][C:6]1[CH:11]=[C:10]([OH:12])[CH:9]=[CH:8][C:7]=1[S:13](=[O:26])(=[O:25])[NH:14][C:15]1[CH:16]=[CH:17][C:18]2[CH2:22][O:21][B:20]([OH:23])[C:19]=2[CH:24]=1)=O.[OH-].[Na+].Cl. The catalyst is CO. The product is [NH2:5][C:6]1[CH:11]=[C:10]([OH:12])[CH:9]=[CH:8][C:7]=1[S:13]([NH:14][C:15]1[CH:16]=[CH:17][C:18]2[CH2:22][O:21][B:20]([OH:23])[C:19]=2[CH:24]=1)(=[O:25])=[O:26]. The yield is 0.710. (5) The reactants are C(O[C:4](=[O:12])[C:5]1[CH:10]=[CH:9][CH:8]=[C:7]([I:11])[CH:6]=1)C.CC([O-])(C)C.[K+].[C:19]([O:22][CH2:23][CH3:24])(=[O:21])[CH3:20]. The catalyst is C1COCC1.Cl. The product is [I:11][C:7]1[CH:6]=[C:5]([C:4](=[O:12])[CH2:20][C:19]([O:22][CH2:23][CH3:24])=[O:21])[CH:10]=[CH:9][CH:8]=1. The yield is 1.00. (6) The reactants are [Br:1][C:2]1[CH:3]=[CH:4][C:5]([OH:25])=[C:6]([CH:24]=1)[C:7]([NH:9][C:10]1[CH:15]=[C:14]([C:16]([CH3:19])([CH3:18])[CH3:17])[CH:13]=[C:12]([C:20]([CH3:23])([CH3:22])[CH3:21])[CH:11]=1)=[O:8].[N:26]1([C:32](Cl)=[O:33])[CH2:31][CH2:30][O:29][CH2:28][CH2:27]1. No catalyst specified. The product is [Br:1][C:2]1[CH:3]=[CH:4][C:5]([O:25][C:32]([N:26]2[CH2:31][CH2:30][O:29][CH2:28][CH2:27]2)=[O:33])=[C:6]([CH:24]=1)[C:7]([NH:9][C:10]1[CH:15]=[C:14]([C:16]([CH3:17])([CH3:18])[CH3:19])[CH:13]=[C:12]([C:20]([CH3:23])([CH3:22])[CH3:21])[CH:11]=1)=[O:8]. The yield is 0.936. (7) The reactants are [NH3:1].Br[CH2:3][C:4]1[CH:28]=[CH:27][C:7]([C:8]([N:10]([C:23]([CH3:26])([CH3:25])[CH3:24])[NH:11][C:12](=[O:22])[C:13]2[CH:18]=[CH:17][CH:16]=[C:15]([O:19][CH3:20])[C:14]=2[CH3:21])=[O:9])=[CH:6][C:5]=1[B:29]1OC(C)(C)C(C)(C)[O:30]1.Cl. The catalyst is O1CCOCC1. The product is [C:23]([N:10]([C:8]([C:7]1[CH:27]=[CH:28][C:4]2[CH2:3][NH:1][B:29]([OH:30])[C:5]=2[CH:6]=1)=[O:9])[NH:11][C:12](=[O:22])[C:13]1[CH:18]=[CH:17][CH:16]=[C:15]([O:19][CH3:20])[C:14]=1[CH3:21])([CH3:26])([CH3:24])[CH3:25]. The yield is 0.627. (8) The reactants are Cl[C:2]([O:4][CH2:5][C:6]1[CH:11]=[CH:10][CH:9]=[CH:8][CH:7]=1)=[O:3].[CH3:12][NH:13][CH2:14][CH2:15][OH:16]. The catalyst is C1COCC1.C(=O)([O-])[O-].[Na+].[Na+]. The product is [CH2:5]([O:4][C:2]([N:13]([CH2:14][CH2:15][OH:16])[CH3:12])=[O:3])[C:6]1[CH:11]=[CH:10][CH:9]=[CH:8][CH:7]=1. The yield is 0.970. (9) The reactants are [Cl:1][C:2]1[CH:3]=[C:4]([CH:9]=[CH:10][CH:11]=1)[C:5]([NH:7][OH:8])=[NH:6].CC(C)([O-])C.[K+].C(O[C:21](=O)[CH:22]([CH3:38])[CH2:23][C:24]1[N:28]([CH:29]2[CH2:31][CH2:30]2)[C:27]([C:32]2[CH:37]=[CH:36][N:35]=[CH:34][CH:33]=2)=[N:26][N:25]=1)C. The catalyst is C(O)CC. The product is [Cl:1][C:2]1[CH:3]=[C:4]([C:5]2[N:6]=[C:21]([CH:22]([CH3:38])[CH2:23][C:24]3[N:28]([CH:29]4[CH2:31][CH2:30]4)[C:27]([C:32]4[CH:33]=[CH:34][N:35]=[CH:36][CH:37]=4)=[N:26][N:25]=3)[O:8][N:7]=2)[CH:9]=[CH:10][CH:11]=1. The yield is 0.590.